This data is from Orexin1 receptor HTS with 218,158 compounds and 233 confirmed actives. The task is: Binary Classification. Given a drug SMILES string, predict its activity (active/inactive) in a high-throughput screening assay against a specified biological target. (1) The molecule is O=C1N(C(=O)NC1(c1cc(OC)c(OC)cc1)C)CC(=O)NCc1ccccc1. The result is 0 (inactive). (2) The compound is O1c2c(OC1)ccc(NC(=O)c1cc(NC(=O)c3occc3)c(cc1)C)c2. The result is 0 (inactive). (3) The molecule is O(C(C(=O)N(c1ccccc1)C)C)C(=O)CNC(=O)c1cc(cc(c1)C)C. The result is 0 (inactive).